This data is from Full USPTO retrosynthesis dataset with 1.9M reactions from patents (1976-2016). The task is: Predict the reactants needed to synthesize the given product. (1) Given the product [Cl:19][C:17]1[CH:16]=[CH:15][C:14]2[N:8]([CH2:7][C:6]([CH3:45])([CH3:46])[CH2:5][OH:4])[C:9](=[O:44])[C@@H:10]([CH2:30][C:31]([NH:33][C:34]3[CH:42]=[CH:41][C:37]([C:38]([OH:40])=[O:39])=[CH:36][C:35]=3[CH3:43])=[O:32])[O:11][C@H:12]([C:20]3[CH:25]=[CH:24][CH:23]=[C:22]([O:26][CH3:27])[C:21]=3[O:28][CH3:29])[C:13]=2[CH:18]=1, predict the reactants needed to synthesize it. The reactants are: C([O:4][CH2:5][C:6]([CH3:46])([CH3:45])[CH2:7][N:8]1[C:14]2[CH:15]=[CH:16][C:17]([Cl:19])=[CH:18][C:13]=2[C@@H:12]([C:20]2[CH:25]=[CH:24][CH:23]=[C:22]([O:26][CH3:27])[C:21]=2[O:28][CH3:29])[O:11][C@H:10]([CH2:30][C:31]([NH:33][C:34]2[CH:42]=[CH:41][C:37]([C:38]([OH:40])=[O:39])=[CH:36][C:35]=2[CH3:43])=[O:32])[C:9]1=[O:44])(=O)C.[OH-].[Na+].C(O)C. (2) Given the product [C:1]([O:36][C@H:23]1[CH2:22][CH2:21][C@@:20]2([CH3:37])[C@@H:25]([CH2:26][CH2:27][C@:28]3([CH3:33])[C@@H:19]2[CH2:18][CH2:17][C@H:16]2[C@@:29]3([CH3:32])[CH2:30][CH2:31][C@@:14]3([C:38]([OH:40])=[O:39])[CH2:13][CH2:12][C@@H:11]([C:9]([CH3:8])=[CH2:10])[C@@H:15]32)[C:24]1([CH3:34])[CH3:35])(=[O:3])[CH3:2], predict the reactants needed to synthesize it. The reactants are: [C:1](OC(=O)C)(=[O:3])[CH3:2].[CH3:8][C:9]([C@H:11]1[C@@H:15]2[C@@H:16]3[C@@:29]([CH3:32])([CH2:30][CH2:31][C@@:14]2([C:38]([OH:40])=[O:39])[CH2:13][CH2:12]1)[C@@:28]1([CH3:33])[C@@H:19]([C@:20]2([CH3:37])[C@@H:25]([CH2:26][CH2:27]1)[C:24]([CH3:35])([CH3:34])[C@@H:23]([OH:36])[CH2:22][CH2:21]2)[CH2:18][CH2:17]3)=[CH2:10].CCN(C(C)C)C(C)C.Cl. (3) Given the product [Cl:1][C:2]1[CH:3]=[C:4]([C:5]([N:29]2[CH2:30][CH2:31][S:27][CH2:28]2)=[O:7])[CH:8]=[CH:9][C:10]=1[C:11]([NH:12][C:13]1[CH:18]=[CH:17][C:16]([Cl:19])=[C:15]([C:20]2[CH:25]=[CH:24][CH:23]=[CH:22][N:21]=2)[CH:14]=1)=[O:26], predict the reactants needed to synthesize it. The reactants are: [Cl:1][C:2]1[CH:3]=[C:4]([CH:8]=[CH:9][C:10]=1[C:11](=[O:26])[NH:12][C:13]1[CH:18]=[CH:17][C:16]([Cl:19])=[C:15]([C:20]2[CH:25]=[CH:24][CH:23]=[CH:22][N:21]=2)[CH:14]=1)[C:5]([OH:7])=O.[S:27]1[CH2:31][CH2:30][N:29]=[CH:28]1. (4) Given the product [C:1]1([C:5]([O:30][CH2:29][C:17]2[CH:16]=[CH:3][CH:2]=[CH:1][CH:4]=2)=[O:7])([C:8]([O:10][CH2:18][C:19]2[CH:24]=[CH:23][CH:22]=[CH:21][CH:20]=2)=[O:9])[CH2:2][CH2:3][CH2:4]1, predict the reactants needed to synthesize it. The reactants are: [C:1]1([C:8]([OH:10])=[O:9])([C:5]([OH:7])=O)[CH2:4][CH2:3][CH2:2]1.C(N([CH2:16][CH3:17])CC)C.[CH2:18](Br)[C:19]1[CH:24]=[CH:23][CH:22]=[CH:21][CH:20]=1.CN([CH:29]=[O:30])C. (5) Given the product [NH2:1][C@H:2]([C:15]([OH:17])=[O:16])[CH2:3][C:68](=[O:69])[NH2:66].[NH2:1][C@H:2]([C:15]([OH:17])=[O:16])[CH2:3][CH2:4][C:68](=[O:69])[NH2:66], predict the reactants needed to synthesize it. The reactants are: [NH:1](C(OCC1C2C(=CC=CC=2)C2C1=CC=CC=2)=O)[C@H:2]([C:15]([OH:17])=[O:16])[CH2:3][CH2:4]CCNC(OC(C)(C)C)=O.CN(C(ON1N=NC2C=CC=CC1=2)=[N+](C)C)C.F[P-](F)(F)(F)(F)F.N1CCCCC1.C[N:66]([CH:68]=[O:69])C. (6) The reactants are: Cl[C:2]1[NH:3][C:4](=[O:13])[C:5]2[C:10]([CH:11]=1)=[C:9]([CH3:12])[CH:8]=[CH:7][CH:6]=2.[CH3:14][N:15]([CH3:22])[N:16]1[CH2:21][CH2:20][NH:19][CH2:18][CH2:17]1. Given the product [CH3:14][N:15]([CH3:22])[N:16]1[CH2:21][CH2:20][N:19]([C:2]2[NH:3][C:4](=[O:13])[C:5]3[C:10]([CH:11]=2)=[C:9]([CH3:12])[CH:8]=[CH:7][CH:6]=3)[CH2:18][CH2:17]1, predict the reactants needed to synthesize it. (7) Given the product [C:19]([C:2]1[C:10]2[C:5](=[N:6][C:7]([CH3:14])=[C:8]([CH2:12][CH3:13])[C:9]=2[CH3:11])[S:4][C:3]=1[C:15]([O:17][CH3:18])=[O:16])#[N:20], predict the reactants needed to synthesize it. The reactants are: I[C:2]1[C:10]2[C:5](=[N:6][C:7]([CH3:14])=[C:8]([CH2:12][CH3:13])[C:9]=2[CH3:11])[S:4][C:3]=1[C:15]([O:17][CH3:18])=[O:16].[C:19]([Cu])#[N:20]. (8) Given the product [NH2:33][C@@H:29]1[CH2:30][CH2:31][CH2:32][N:27]([C:6]2[N:5]([CH2:1][C:2]#[C:3][CH3:4])[C:9]3[C:10](=[O:26])[N:11]([CH2:14][C:15]4[N:24]=[C:23]([CH3:25])[C:22]5[C:17](=[CH:18][CH:19]=[CH:20][CH:21]=5)[N:16]=4)[N:12]=[CH:13][C:8]=3[N:7]=2)[CH2:28]1, predict the reactants needed to synthesize it. The reactants are: [CH2:1]([N:5]1[C:9]2[C:10](=[O:26])[N:11]([CH2:14][C:15]3[N:24]=[C:23]([CH3:25])[C:22]4[C:17](=[CH:18][CH:19]=[CH:20][CH:21]=4)[N:16]=3)[N:12]=[CH:13][C:8]=2[N:7]=[C:6]1[N:27]1[CH2:32][CH2:31][CH2:30][C@@H:29]([NH:33]C(=O)OC(C)(C)C)[CH2:28]1)[C:2]#[C:3][CH3:4].FC(F)(F)C(O)=O. (9) Given the product [OH:38][CH:37]([C:39]1[CH:44]=[CH:43][C:42]([OH:45])=[C:41]([O:46][CH3:47])[CH:40]=1)[CH2:36][NH:35][C:16]([C@@H:9]1[CH2:10][C:11](=[N:13][O:14][CH3:15])[CH2:12][N:8]1[C:6]([C:29]1[CH:28]=[CH:27][C:26]([C:21]2[CH:22]=[CH:23][CH:24]=[CH:25][C:20]=2[CH3:19])=[CH:31][CH:30]=1)=[O:7])=[O:18], predict the reactants needed to synthesize it. The reactants are: C(O[C:6]([N:8]1[CH2:12][C:11](=[N:13][O:14][CH3:15])[CH2:10][C@H:9]1[C:16]([OH:18])=O)=[O:7])(C)(C)C.[CH3:19][C:20]1[CH:25]=[CH:24][CH:23]=[CH:22][C:21]=1[C:26]1[CH:31]=[CH:30][C:29](C(O)=O)=[CH:28][CH:27]=1.[NH2:35][CH2:36][CH:37]([C:39]1[CH:44]=[CH:43][C:42]([OH:45])=[C:41]([O:46][CH3:47])[CH:40]=1)[OH:38].